This data is from Forward reaction prediction with 1.9M reactions from USPTO patents (1976-2016). The task is: Predict the product of the given reaction. (1) Given the reactants [CH3:1][C:2]([Si:5]([CH3:22])([CH3:21])[O:6][C@@H:7]1[CH2:11][N:10]([C:12]([O:14][C:15]([CH3:18])([CH3:17])[CH3:16])=[O:13])[C@@H:9]([CH2:19][OH:20])[CH2:8]1)([CH3:4])[CH3:3].[CH3:23][O:24][C:25]1[CH:30]=[CH:29][C:28](O)=[CH:27][CH:26]=1.C1C=CC(P(C2C=CC=CC=2)C2C=CC=CC=2)=CC=1.CCOC(/N=N/C(OCC)=O)=O, predict the reaction product. The product is: [CH3:4][C:2]([Si:5]([CH3:22])([CH3:21])[O:6][C@@H:7]1[CH2:11][N:10]([C:12]([O:14][C:15]([CH3:16])([CH3:18])[CH3:17])=[O:13])[C@@H:9]([CH2:19][O:20][C:28]2[CH:29]=[CH:30][C:25]([O:24][CH3:23])=[CH:26][CH:27]=2)[CH2:8]1)([CH3:1])[CH3:3]. (2) Given the reactants [F:1][C:2]1[CH:3]=[C:4]([CH:14]([NH:16][C:17]([C:19]2[N:20]=[C:21](Cl)[O:22][CH:23]=2)=[O:18])[CH3:15])[CH:5]=[C:6]([F:13])[C:7]=1[NH:8][S:9]([CH3:12])(=[O:11])=[O:10].[F:25][C:26]([F:39])([F:38])[C:27]1[CH:28]=[C:29]([OH:37])[CH:30]=[C:31]([C:33]([F:36])([F:35])[F:34])[CH:32]=1, predict the reaction product. The product is: [F:1][C:2]1[CH:3]=[C:4]([CH:14]([NH:16][C:17]([C:19]2[N:20]=[C:21]([O:37][C:29]3[CH:30]=[C:31]([C:33]([F:34])([F:35])[F:36])[CH:32]=[C:27]([C:26]([F:25])([F:38])[F:39])[CH:28]=3)[O:22][CH:23]=2)=[O:18])[CH3:15])[CH:5]=[C:6]([F:13])[C:7]=1[NH:8][S:9]([CH3:12])(=[O:11])=[O:10]. (3) Given the reactants [CH3:1][O:2][C:3]1[CH:4]=[C:5]([CH:17]=[CH:18][CH:19]=1)[C:6]([C:8]1[CH:16]=[CH:15][C:11]([C:12]([OH:14])=O)=[CH:10][CH:9]=1)=[O:7].C(N=C=NCCCN(C)C)C.O.ON1C2C=CC=CC=2N=N1.[CH2:42]([NH:44][CH2:45][CH3:46])[CH3:43], predict the reaction product. The product is: [CH2:42]([N:44]([CH2:45][CH3:46])[C:12](=[O:14])[C:11]1[CH:10]=[CH:9][C:8]([C:6](=[O:7])[C:5]2[CH:17]=[CH:18][CH:19]=[C:3]([O:2][CH3:1])[CH:4]=2)=[CH:16][CH:15]=1)[CH3:43]. (4) Given the reactants [F:1][C:2]([F:38])([F:37])[C:3]1[CH:4]=[C:5]([C@H:13]([O:15][C@H:16]2[CH2:21][CH2:20][C@H:19]([C:22](O)=[O:23])[C@@H:18]([C:25]([O:27][CH2:28][CH3:29])=[O:26])[C@@H:17]2[C:30]2[CH:35]=[CH:34][C:33]([F:36])=[CH:32][CH:31]=2)[CH3:14])[CH:6]=[C:7]([C:9]([F:12])([F:11])[F:10])[CH:8]=1.ClC(OCC(C)C)=O.C(N(CC)CC)C, predict the reaction product. The product is: [F:37][C:2]([F:1])([F:38])[C:3]1[CH:4]=[C:5]([C@H:13]([O:15][C@H:16]2[CH2:21][CH2:20][C@H:19]([CH2:22][OH:23])[C@@H:18]([C:25]([O:27][CH2:28][CH3:29])=[O:26])[C@@H:17]2[C:30]2[CH:31]=[CH:32][C:33]([F:36])=[CH:34][CH:35]=2)[CH3:14])[CH:6]=[C:7]([C:9]([F:10])([F:11])[F:12])[CH:8]=1. (5) Given the reactants C1C=C(O[C:8](OC2N=CC=CC=2)=[S:9])N=CC=1.[C:17]([C:21]1[CH:28]=[CH:27][C:24]([CH2:25][NH2:26])=[CH:23][CH:22]=1)([CH3:20])([CH3:19])[CH3:18].C(N(CC)CC)C, predict the reaction product. The product is: [C:17]([C:21]1[CH:22]=[CH:23][C:24]([CH2:25][N:26]=[C:8]=[S:9])=[CH:27][CH:28]=1)([CH3:20])([CH3:18])[CH3:19]. (6) Given the reactants [NH2:1][C:2]1[C:7]([N+:8]([O-])=O)=[C:6]([C:11]2[S:12][CH:13]=[CH:14][CH:15]=2)[CH:5]=[CH:4][N:3]=1.[Cl-].[NH4+], predict the reaction product. The product is: [NH2:1][C:2]1[C:7]([NH2:8])=[C:6]([C:11]2[S:12][CH:13]=[CH:14][CH:15]=2)[CH:5]=[CH:4][N:3]=1.